Dataset: Full USPTO retrosynthesis dataset with 1.9M reactions from patents (1976-2016). Task: Predict the reactants needed to synthesize the given product. (1) Given the product [CH:1]1([N:7]2[C:11](=[O:12])[CH:10]=[C:9]([CH3:13])[N:8]2[CH3:17])[CH2:6][CH2:5][CH2:4][CH2:3][CH2:2]1, predict the reactants needed to synthesize it. The reactants are: [CH:1]1([N:7]2[C:11](=[O:12])[CH:10]=[C:9]([CH3:13])[NH:8]2)[CH2:6][CH2:5][CH2:4][CH2:3][CH2:2]1.CI.O.[C:17](=O)([O-])[O-].[K+].[K+]. (2) Given the product [ClH:28].[CH:1]1[C:11]2[CH2:10][CH2:9][C:8]3[CH:12]=[CH:13][CH:14]=[CH:15][C:7]=3[N:6]([CH2:16][CH:17]([CH3:20])[CH2:18][NH2:19])[C:5]=2[CH:4]=[CH:3][CH:2]=1, predict the reactants needed to synthesize it. The reactants are: [CH:1]1[C:11]2[CH2:10][CH2:9][C:8]3[CH:12]=[CH:13][CH:14]=[CH:15][C:7]=3[N:6]([C:16](=O)[CH:17]([CH3:20])[C:18]#[N:19])[C:5]=2[CH:4]=[CH:3][CH:2]=1.B.C1COCC1.[ClH:28].[OH-].[Na+]. (3) The reactants are: [CH2:1]([N:8]1[CH2:13][CH2:12][CH:11]([C:14]([OH:16])=O)[CH2:10][CH2:9]1)[C:2]1[CH:7]=[CH:6][CH:5]=[CH:4][CH:3]=1.Cl.CN(C)CCCN=C=NCC.O.OC1C2N=NNC=2C=CC=1.Cl.[NH2:41][CH2:42][C:43]1[CH:50]=[CH:49][C:46]([C:47]#[N:48])=[CH:45][CH:44]=1.CCN(C(C)C)C(C)C. Given the product [CH2:1]([N:8]1[CH2:9][CH2:10][CH:11]([C:14]([NH:48][CH2:47][C:46]2[CH:49]=[CH:50][C:43]([C:42]#[N:41])=[CH:44][CH:45]=2)=[O:16])[CH2:12][CH2:13]1)[C:2]1[CH:3]=[CH:4][CH:5]=[CH:6][CH:7]=1, predict the reactants needed to synthesize it. (4) Given the product [CH:20]([C:11]1[CH:10]=[CH:9][CH:8]=[CH:7][C:6]=1[S:3]([N:2]([CH3:12])[CH3:1])(=[O:4])=[O:5])=[O:21], predict the reactants needed to synthesize it. The reactants are: [CH3:1][N:2]([CH3:12])[S:3]([C:6]1[CH:11]=[CH:10][CH:9]=[CH:8][CH:7]=1)(=[O:5])=[O:4].C([Li])CCC.CN(C)[CH:20]=[O:21].S(=O)(O)[O-].[Na+].C(=O)([O-])[O-].[Na+].[Na+]. (5) Given the product [Si:18]([O:17][CH2:16][C@@H:15]([CH3:25])[CH2:14][N:7]1[C:6]2[CH:12]=[C:2]([CH3:1])[CH:3]=[CH:4][C:5]=2[O:10][CH2:9][C:8]1=[O:11])([C:21]([CH3:22])([CH3:23])[CH3:24])([CH3:19])[CH3:20], predict the reactants needed to synthesize it. The reactants are: [CH3:1][C:2]1[CH:3]=[CH:4][C:5]2[O:10][CH2:9][C:8](=[O:11])[NH:7][C:6]=2[CH:12]=1.Br[CH2:14][C@H:15]([CH3:25])[CH2:16][O:17][Si:18]([C:21]([CH3:24])([CH3:23])[CH3:22])([CH3:20])[CH3:19].C([O-])([O-])=O.[Cs+].[Cs+].CN(C=O)C.